Dataset: Full USPTO retrosynthesis dataset with 1.9M reactions from patents (1976-2016). Task: Predict the reactants needed to synthesize the given product. Given the product [Cl:9][C:5]1[C:6]([F:8])=[CH:7][C:2]([NH:1][S:23](/[CH:22]=[CH:21]/[C:18]2[CH:19]=[CH:20][C:15]([Cl:14])=[CH:16][CH:17]=2)(=[O:24])=[O:25])=[C:3]([S:10]([NH2:13])(=[O:12])=[O:11])[CH:4]=1, predict the reactants needed to synthesize it. The reactants are: [NH2:1][C:2]1[CH:7]=[C:6]([F:8])[C:5]([Cl:9])=[CH:4][C:3]=1[S:10]([NH2:13])(=[O:12])=[O:11].[Cl:14][C:15]1[CH:20]=[CH:19][C:18](/[CH:21]=[CH:22]/[S:23](Cl)(=[O:25])=[O:24])=[CH:17][CH:16]=1.